From a dataset of Reaction yield outcomes from USPTO patents with 853,638 reactions. Predict the reaction yield, written as a fraction of the theoretical maximum amount of product (1.0 means a 100% yield; for example, 0.34 means a 34% yield). (1) The reactants are [CH2:1]([O:3][C:4](=[O:20])[CH2:5][S:6](=[O:19])(=[O:18])[NH:7][C:8]1[CH:13]=[CH:12][CH:11]=[C:10]([NH:14][C:15](=[O:17])[CH3:16])[CH:9]=1)[CH3:2].[OH:21][C:22]1[CH:29]=C(O)C=C[C:23]=1[CH:24]=O.N1CCC[CH2:33][CH2:32]1. The catalyst is C(O)C. The product is [CH3:32][C:33]1[C:2]2[CH:24]=[CH:23][C:22]([OH:21])=[CH:29][C:1]=2[O:3][C:4](=[O:20])[C:5]=1[S:6]([NH:7][C:8]1[CH:13]=[CH:12][CH:11]=[C:10]([NH:14][C:15](=[O:17])[CH3:16])[CH:9]=1)(=[O:19])=[O:18]. The yield is 0.870. (2) The reactants are C([O:3][C:4](=[O:33])[C:5]1[CH:10]=[C:9]([CH2:11][N:12]2[CH2:17][CH2:16][CH:15]([C:18]3[C:26]4[C:21](=[CH:22][CH:23]=[CH:24][CH:25]=4)[N:20]([CH2:27][CH2:28][O:29][CH3:30])[CH:19]=3)[CH2:14][CH2:13]2)[CH:8]=[CH:7][C:6]=1[O:31][CH3:32])C.[OH-].[Na+].Cl. The catalyst is CO.O1CCCC1. The product is [CH3:32][O:31][C:6]1[CH:7]=[CH:8][C:9]([CH2:11][N:12]2[CH2:17][CH2:16][CH:15]([C:18]3[C:26]4[C:21](=[CH:22][CH:23]=[CH:24][CH:25]=4)[N:20]([CH2:27][CH2:28][O:29][CH3:30])[CH:19]=3)[CH2:14][CH2:13]2)=[CH:10][C:5]=1[C:4]([OH:33])=[O:3]. The yield is 0.650.